From a dataset of Peptide-MHC class I binding affinity with 185,985 pairs from IEDB/IMGT. Regression. Given a peptide amino acid sequence and an MHC pseudo amino acid sequence, predict their binding affinity value. This is MHC class I binding data. (1) The peptide sequence is KSAQFPFHF. The MHC is HLA-A02:01 with pseudo-sequence HLA-A02:01. The binding affinity (normalized) is 0.0847. (2) The peptide sequence is VSFIEFVGW. The MHC is HLA-B53:01 with pseudo-sequence HLA-B53:01. The binding affinity (normalized) is 0.444. (3) The peptide sequence is VNRWLFRHL. The MHC is HLA-A69:01 with pseudo-sequence HLA-A69:01. The binding affinity (normalized) is 0.0847. (4) The peptide sequence is RYPGVMYAF. The MHC is HLA-A26:01 with pseudo-sequence HLA-A26:01. The binding affinity (normalized) is 0.0847. (5) The peptide sequence is FATCGIFAL. The MHC is HLA-B15:01 with pseudo-sequence HLA-B15:01. The binding affinity (normalized) is 0.224. (6) The peptide sequence is EEDLPVTWR. The MHC is HLA-A03:01 with pseudo-sequence HLA-A03:01. The binding affinity (normalized) is 0.0847.